Dataset: Catalyst prediction with 721,799 reactions and 888 catalyst types from USPTO. Task: Predict which catalyst facilitates the given reaction. (1) Reactant: [NH:1]1[C:9]2[C:4](=[CH:5][CH:6]=[CH:7][CH:8]=2)[C:3]([CH:10](N(C(C)C)C(C)C)[CH3:11])=[CH:2]1.[N+:19]([CH2:22][C:23]([O:25][CH3:26])=[O:24])([O-:21])=[O:20].C(N(CC)CC)C.C(O)C. Product: [NH:1]1[C:9]2[C:4](=[CH:5][CH:6]=[CH:7][CH:8]=2)[C:3]([CH:10]([CH3:11])[CH:22]([N+:19]([O-:21])=[O:20])[C:23]([O:25][CH3:26])=[O:24])=[CH:2]1. The catalyst class is: 11. (2) Reactant: C[Si](C)(C)[N:3]1[CH2:7][C@H:6]([O:8][Si:9]([CH3:12])([CH3:11])[CH3:10])[CH2:5][C@H:4]1[C:13]([O:15][Si:16]([CH3:19])([CH3:18])[CH3:17])=[O:14].[Br:22][CH2:23][C:24](F)=[O:25].[Si](F)(C)(C)C. Product: [Br:22][CH2:23][C:24]([N:3]1[CH2:7][C@H:6]([O:8][Si:9]([CH3:10])([CH3:11])[CH3:12])[CH2:5][C@H:4]1[C:13]([O:15][Si:16]([CH3:17])([CH3:18])[CH3:19])=[O:14])=[O:25]. The catalyst class is: 4. (3) Reactant: C([O:5][C:6](=[O:37])[NH:7][CH:8]([CH2:30][C:31]1[CH:36]=[CH:35][CH:34]=[CH:33][CH:32]=1)[CH:9]([OH:29])[CH2:10][N:11]([CH2:25][CH:26]([CH3:28])[CH3:27])[S:12]([C:15]1[CH:16]=[C:17]2[C:21](=[CH:22][CH:23]=1)[NH:20][N:19]=[C:18]2[CH3:24])(=[O:14])=[O:13])(C)(C)C.Cl.C(N(C(C)C)CC)(C)C.[O:48]1[CH:52]2[O:53][CH2:54][CH2:55][CH:51]2[CH:50](OC(=O)ON2C(=O)CCC2=O)[CH2:49]1. Product: [O:48]1[CH:52]2[O:53][CH2:54][CH2:55][CH:51]2[CH:50]([O:5][C:6](=[O:37])[NH:7][CH:8]([CH2:30][C:31]2[CH:32]=[CH:33][CH:34]=[CH:35][CH:36]=2)[CH:9]([OH:29])[CH2:10][N:11]([CH2:25][CH:26]([CH3:28])[CH3:27])[S:12]([C:15]2[CH:16]=[C:17]3[C:21](=[CH:22][CH:23]=2)[NH:20][N:19]=[C:18]3[CH3:24])(=[O:13])=[O:14])[CH2:49]1. The catalyst class is: 12. (4) Reactant: [OH:1][C:2]1[CH:12]=[CH:11][C:5]([C:6]([O:8]CC)=[O:7])=[CH:4][CH:3]=1.Br[CH2:14][CH2:15][CH2:16][CH2:17][O:18][CH2:19][C:20]1([CH2:24][CH3:25])[CH2:23][O:22][CH2:21]1. Product: [CH2:24]([C:20]1([CH2:19][O:18][CH2:17][CH2:16][CH2:15][CH2:14][O:1][C:2]2[CH:3]=[CH:4][C:5]([C:6]([OH:8])=[O:7])=[CH:11][CH:12]=2)[CH2:21][O:22][CH2:23]1)[CH3:25]. The catalyst class is: 9. (5) Reactant: C(OC([N:8]1[CH2:11][CH:10]([C:12]2[CH:17]=[CH:16][CH:15]=[CH:14][CH:13]=2)[CH2:9]1)=O)(C)(C)C.[ClH:18]. Product: [ClH:18].[C:12]1([CH:10]2[CH2:11][NH:8][CH2:9]2)[CH:17]=[CH:16][CH:15]=[CH:14][CH:13]=1. The catalyst class is: 5. (6) Reactant: [CH2:1]([C:5]1[CH:10]=[CH:9][C:8]([C:11]#[C:12][C:13]2[CH:31]=[CH:30][C:16]([CH2:17][NH:18][C:19]3[CH:20]=[CH:21][C:22]([F:29])=[C:23]([CH:28]=3)[C:24]([O:26][CH3:27])=[O:25])=[CH:15][CH:14]=2)=[CH:7][CH:6]=1)[CH2:2][CH2:3][CH3:4].[CH:32](=O)[CH2:33][CH2:34][CH2:35][CH2:36][CH3:37].C(O[BH-](OC(=O)C)OC(=O)C)(=O)C.[Na+]. Product: [CH2:1]([C:5]1[CH:6]=[CH:7][C:8]([C:11]#[C:12][C:13]2[CH:14]=[CH:15][C:16]([CH2:17][N:18]([CH2:32][CH2:33][CH2:34][CH2:35][CH2:36][CH3:37])[C:19]3[CH:20]=[CH:21][C:22]([F:29])=[C:23]([CH:28]=3)[C:24]([O:26][CH3:27])=[O:25])=[CH:30][CH:31]=2)=[CH:9][CH:10]=1)[CH2:2][CH2:3][CH3:4]. The catalyst class is: 325. (7) Reactant: [Cl:1][C:2]1[CH:3]=[C:4]([C@H:9]2[C:18]3[C:13](=[CH:14][CH:15]=[CH:16][CH:17]=3)[CH2:12][C@@H:11]([CH:19]([NH:21]C(=O)OC(C)(C)C)[CH3:20])[CH2:10]2)[CH:5]=[CH:6][C:7]=1[Cl:8].C(O)(C(F)(F)F)=O. Product: [Cl:1][C:2]1[CH:3]=[C:4]([C@H:9]2[C:18]3[C:13](=[CH:14][CH:15]=[CH:16][CH:17]=3)[CH2:12][C@@H:11]([C@@H:19]([NH2:21])[CH3:20])[CH2:10]2)[CH:5]=[CH:6][C:7]=1[Cl:8]. The catalyst class is: 2. (8) Reactant: [CH2:1]([O:5][C:6]1[CH:14]=[N:13][CH:12]=[CH:11][C:7]=1[C:8]([OH:10])=O)[CH:2]([CH3:4])[CH3:3].C(Cl)(=O)C(Cl)=O.Cl.[CH3:22][NH:23][O:24][CH3:25].N1C=CC=CC=1. Product: [CH2:1]([O:5][C:6]1[CH:14]=[N:13][CH:12]=[CH:11][C:7]=1[C:8]([N:23]([O:24][CH3:25])[CH3:22])=[O:10])[CH:2]([CH3:3])[CH3:4]. The catalyst class is: 4.